From a dataset of Forward reaction prediction with 1.9M reactions from USPTO patents (1976-2016). Predict the product of the given reaction. Given the reactants [Si:1]([O:8][C:9]1[CH:14]=[CH:13][C:12](/[CH:15]=[CH:16]/[C:17](=[O:25])[CH2:18][C:19](=[O:24])[C:20]([CH3:23])([CH3:22])[CH3:21])=[CH:11][C:10]=1[O:26][CH3:27])([C:4]([CH3:7])([CH3:6])[CH3:5])([CH3:3])[CH3:2].[CH3:28]C(C)([O-])C.[K+].CI.O, predict the reaction product. The product is: [Si:1]([O:8][C:9]1[CH:14]=[CH:13][C:12](/[CH:15]=[CH:16]/[C:17](=[O:25])[CH:18]([CH3:28])[C:19](=[O:24])[C:20]([CH3:21])([CH3:23])[CH3:22])=[CH:11][C:10]=1[O:26][CH3:27])([C:4]([CH3:6])([CH3:7])[CH3:5])([CH3:2])[CH3:3].